This data is from Experimentally validated miRNA-target interactions with 360,000+ pairs, plus equal number of negative samples. The task is: Binary Classification. Given a miRNA mature sequence and a target amino acid sequence, predict their likelihood of interaction. (1) The miRNA is hsa-miR-1343-3p with sequence CUCCUGGGGCCCGCACUCUCGC. The protein sequence of the target gene is MSKVSFKITLTSDPRLPYKVLSVPESTPFTAVLKFAAEEFKVPAATSAIITNDGIGINPAQTAGNVFLKHGSELRIIPRDRVGSC. Result: 1 (interaction). (2) The miRNA is cel-miR-269 with sequence GGCAAGACUCUGGCAAAACU. The protein sequence of the target gene is MAPSHPAFQFWIHLYLWCLLLMPAVLAQQGSHTHAEDRLFKHLFGGYNRWARPVPNTSDVVIVRFGLSIAQLIDVDEKNQMMTTNVWLKQEWNDYKLRWDPAEFGNITSLRVPSEMIWIPDIVLYNNADGEFAVTHMTKAHLFFTGTVHWVPPAIYKSSCSIDVTFFPFDQQNCKMKFGSWTYDKAKIDLEQMERTVDLKDYWESGEWAIINATGTYNSKKYDCCAEIYPDVTYYFVIRRLPLFYTINLIIPCLLISCLTVLVFYLPSECGEKITLCISVLLSLTVFLLLITEIIPSTSL.... Result: 0 (no interaction). (3) The miRNA is hsa-miR-6728-3p with sequence UCUCUGCUCUGCUCUCCCCAG. The protein sequence of the target gene is MPQVTFNDVAIDFTHEEWGWLSSAQRDLYKDVMVQNYENLVSVAGLSVTKPYVITLLEDGKEPWMMEKKLSKGMIPDWESRWENKELSTKKDNYDEDSPQTVIIEKVVKQSYEFSNSKKNLEYIEKLEGKHGSQVDHFRPAILTSRESPTADSVYKYNIFRSTFHSKSTLSEPQKISAEGNSHKYDILKKNLPKKSVIKNEKVNGGKKLLNSNKSGAAFSQGKSLTLPQTCNREKIYTCSECGKAFGKQSILNRHWRIHTGEKPYECRECGKTFSHGSSLTRHLISHSGEKPYKCIECGK.... Result: 0 (no interaction). (4) The miRNA is mmu-miR-470-5p with sequence UUCUUGGACUGGCACUGGUGAGU. The protein sequence of the target gene is MTSLAQQLQRLALPQSDASLLSRDEVASLLFDPKEAATIDRDTAFAIGCTGLEELLGIDPSFEQFEAPLFSQLAKTLERSVQTKAVNKQLDENISLFLIHLSPYFLLKPAQKCLEWLIHRFHIHLYNQDSLIACVLPYHETRIFVRVIQLLKINNSKHRWFWLLPVKQSGVPLAKGTLITHCYKDLGFMDFICSLVTKSVKVFAEYPGSSAQLRVLLAFYASTIVSALVAAEDVSDNIIAKLFPYIQKGLKSSLPDYRAATYMIICQISVKVTMENTFVNSLASQIIKTLTKIPSLIKDG.... Result: 0 (no interaction). (5) The miRNA is hsa-miR-3149 with sequence UUUGUAUGGAUAUGUGUGUGUAU. The protein sequence of the target gene is MADGPRCKRRKQANPRRNNVTNYNTVVETNSDSDDEDKLHIVEEESVTDAADCEGVPEDDLPTDQTVLPGRSSEREGNAKNCWEDDRKEGQEILGPEAQADEAGCTVKDDECESDAENEQNHDPNVEEFLQQQDTAVIFPEAPEEDQRQGTPEASGHDENGTPDAFSQLLTCPYCDRGYKRFTSLKEHIKYRHEKNEDNFSCSLCSYTFAYRTQLERHMTSHKSGRDQRHVTQSGCNRKFKCTECGKAFKYKHHLKEHLRIHSGEKPYECPNCKKRFSHSGSYSSHISSKKCISLIPVNG.... Result: 1 (interaction). (6) The miRNA is mmu-miR-684 with sequence AGUUUUCCCUUCAAGUCAA. The protein sequence of the target gene is MKEEVKGIPVRVALRCRPLVPKEISEGCQMCLSFVPGETQVVVGTDKSFTYDFVFDPCTEQEEVFNKAVAPLIKGIFKGYNATVLAYGQTGSGKTYSMGGAYTAEQENEPTVGIIPRVIQLLFKEIDKKSDFEFTLKVSYLEIYNEEILDLLCPSREKAQINIREDPKEGIKIVGLTEKTVLVALDTVSCLEQGNNSRTVASTAMNSQSSRSHAIFTISIEQRKKSDKNCSFRSKLHLVDLAGSERQKKTKAEGDRLKEGININRGLLCLGNVISALGDDKKGSFVPYRDSKLTRLLQDS.... Result: 0 (no interaction).